Dataset: CYP2C19 inhibition data for predicting drug metabolism from PubChem BioAssay. Task: Regression/Classification. Given a drug SMILES string, predict its absorption, distribution, metabolism, or excretion properties. Task type varies by dataset: regression for continuous measurements (e.g., permeability, clearance, half-life) or binary classification for categorical outcomes (e.g., BBB penetration, CYP inhibition). Dataset: cyp2c19_veith. (1) The drug is Cc1cc(C)c[n+](CC(=O)c2cc3ccccc3oc2=O)c1.[Br-]. The result is 0 (non-inhibitor). (2) The drug is Cc1nnsc1NC(=O)OCc1ccc(C(F)(F)F)cc1. The result is 1 (inhibitor). (3) The result is 1 (inhibitor). The molecule is CC(=O)n1cc(/C=N/NC(=O)c2sc(C)nc2C)c2ccccc21. (4) The drug is Cc1nn(-c2ccc(Cl)cc2)c2sc(C(=O)c3c(N)n(C)c(=O)n(C)c3=O)cc12. The result is 0 (non-inhibitor). (5) The compound is Cn1c(=S)c2[nH]c(SCCCc3ccccc3)nc2n(C)c1=O. The result is 0 (non-inhibitor). (6) The compound is CCCCCCCCCCCCC(=O)N1CCCC[C@H]1CNC(=O)[C@@H](N)CCCCN. The result is 1 (inhibitor). (7) The compound is COCCn1c(=O)c(-c2ccc(Cl)cc2)nc2cnc(Oc3cccc(Cl)c3)nc21. The result is 1 (inhibitor). (8) The compound is C[C@@H](c1ccccc1)N1C(=O)[C@H]2CC[C@H]3/C(=N\OCc4ccccc4)C[C@@H](O)[C@@H](O)[C@@H]3[C@@H]2C1=O. The result is 0 (non-inhibitor). (9) The drug is Cc1ccc(N=Nc2ccc(N)cc2C)c(S(N)(=O)=O)c1. The result is 0 (non-inhibitor). (10) The drug is CO[C@@H]1COC(=O)[C@@H](OCc2ccccc2)/C=C\[C@H](C)[C@@H](OC)COC(=O)[C@H]2CCCN2C(=O)C/C=C\[C@H]1C. The result is 0 (non-inhibitor).